From a dataset of Full USPTO retrosynthesis dataset with 1.9M reactions from patents (1976-2016). Predict the reactants needed to synthesize the given product. (1) The reactants are: Cl.[F:2][C@H:3]1[CH2:7][CH2:6][NH:5][CH2:4]1.[C:8]([NH:15][CH2:16][C:17](O)=[O:18])([O:10][C:11]([CH3:14])([CH3:13])[CH3:12])=[O:9].Cl.C(N=C=NCCCN(C)C)C.ON1C2C=CC=CC=2N=N1. Given the product [F:2][C@H:3]1[CH2:7][CH2:6][N:5]([C:17](=[O:18])[CH2:16][NH:15][C:8](=[O:9])[O:10][C:11]([CH3:12])([CH3:13])[CH3:14])[CH2:4]1, predict the reactants needed to synthesize it. (2) Given the product [Cl:19][C:18]1[C:9]([NH:23][CH2:22][C:21]([F:25])([F:24])[F:20])=[N:10][C:11]2[C:16]([N:17]=1)=[CH:15][CH:14]=[CH:13][CH:12]=2, predict the reactants needed to synthesize it. The reactants are: CCN(CC)CC.Cl[C:9]1[C:18]([Cl:19])=[N:17][C:16]2[C:11](=[CH:12][CH:13]=[CH:14][CH:15]=2)[N:10]=1.[F:20][C:21]([F:25])([F:24])[CH2:22][NH2:23]. (3) Given the product [CH:11]1([N:20]2[C:16]([CH:13]3[CH2:15][CH2:14]3)=[CH:17][C:18]([N:21]3[C:25]([CH3:26])=[CH:24][CH:23]=[C:22]3[CH3:27])=[N:19]2)[CH2:12][CH2:7]1, predict the reactants needed to synthesize it. The reactants are: N1C=CC=CC=1[C:7]1[CH:12]=[CH:11]C=CN=1.[CH:13]1([C:16]2[NH:20][N:19]=[C:18]([N:21]3[C:25]([CH3:26])=[CH:24][CH:23]=[C:22]3[CH3:27])[CH:17]=2)[CH2:15][CH2:14]1.C(=O)([O-])[O-].[Na+].[Na+]. (4) Given the product [F:16][C:12]1[C:13]([F:15])=[CH:14][C:9]([O:8][CH2:7][C:6]([OH:19])=[O:5])=[C:10]([OH:17])[CH:11]=1, predict the reactants needed to synthesize it. The reactants are: C([O:5][C:6](=[O:19])[CH2:7][O:8][C:9]1[CH:14]=[C:13]([F:15])[C:12]([F:16])=[CH:11][C:10]=1[O:17]C)(C)(C)C.[Cl-].[Li+]. (5) Given the product [CH2:15]([C:11]1[CH:10]=[CH:9][CH:8]=[C:7]2[C:12]=1[CH:13]=[CH:14][C:5]1[N:6]2[N:71]=[N:72][C:4]=1[C:3]([O:2][CH3:1])=[O:18])[CH:16]=[CH2:17], predict the reactants needed to synthesize it. The reactants are: [CH3:1][O:2][C:3](=[O:18])[CH2:4][C:5]1[CH:14]=[CH:13][C:12]2[C:7](=[CH:8][CH:9]=[CH:10][C:11]=2[CH2:15][CH:16]=[CH2:17])[N:6]=1.C(C1C=CC=C2C=1C=CC(CC(OCC)=O)=N2)C=C.C(OCC)(=O)CC(C)=O.C1CCN2C(=NCCC2)CC1.C(NC1C=CC(S([N:71]=[N+:72]=[N-])(=O)=O)=CC=1)(=O)C. (6) Given the product [CH3:15][O:16][CH2:17][C:18]([NH:1][C@@H:2]([C:6]([CH3:9])([CH3:8])[CH3:7])[C:3]([OH:5])=[O:4])=[O:19], predict the reactants needed to synthesize it. The reactants are: [NH2:1][C@@H:2]([C:6]([CH3:9])([CH3:8])[CH3:7])[C:3]([OH:5])=[O:4].C(=O)(O)[O-].[Na+].[CH3:15][O:16][CH2:17][C:18](Cl)=[O:19].Cl. (7) The reactants are: [C:1]([C:5]1[N:6]=[C:7]([NH:10][C:11]([C:13]2[CH:60]=[CH:59][N:16]3[C:17](=[O:58])[C:18](/[CH:42]=[CH:43]/[C:44]4[N:48](CC5C=CC(OC)=CC=5)[N:47]=[N:46][N:45]=4)=[C:19]([N:21]4[CH2:26][CH2:25][CH2:24][C@@H:23]([O:27][C:28]([NH:30][CH2:31][C:32]5[CH:37]=[CH:36][CH:35]=[CH:34][N+:33]=5[CH2:38][C:39]([O-:41])=[O:40])=[O:29])[CH2:22]4)[N:20]=[C:15]3[CH:14]=2)=[O:12])[S:8][CH:9]=1)([CH3:4])([CH3:3])[CH3:2].C1(OC)C=CC=CC=1.[F:69][C:70]([F:75])([F:74])[C:71]([OH:73])=[O:72]. Given the product [F:69][C:70]([F:75])([F:74])[C:71]([OH:73])=[O:72].[C:1]([C:5]1[N:6]=[C:7]([NH:10][C:11]([C:13]2[CH:60]=[CH:59][N:16]3[C:17](=[O:58])[C:18](/[CH:42]=[CH:43]/[C:44]4[NH:48][N:47]=[N:46][N:45]=4)=[C:19]([N:21]4[CH2:26][CH2:25][CH2:24][C@@H:23]([O:27][C:28]([NH:30][CH2:31][C:32]5[CH:37]=[CH:36][CH:35]=[CH:34][N+:33]=5[CH2:38][C:39]([O-:41])=[O:40])=[O:29])[CH2:22]4)[N:20]=[C:15]3[CH:14]=2)=[O:12])[S:8][CH:9]=1)([CH3:4])([CH3:2])[CH3:3], predict the reactants needed to synthesize it.